From a dataset of Forward reaction prediction with 1.9M reactions from USPTO patents (1976-2016). Predict the product of the given reaction. (1) Given the reactants [OH:1][CH2:2][C:3]1[CH:8]=[CH:7][C:6](B(O)O)=[CH:5][CH:4]=1.[NH2:12][C:13]1[N:14]=[C:15]([N:24]2[CH2:29][CH2:28][N:27]([C:30](=[O:40])[CH2:31][O:32][C:33]3[CH:38]=[CH:37][C:36]([Cl:39])=[CH:35][CH:34]=3)[CH2:26][CH2:25]2)[C:16]2[N:22]=[C:21](Cl)[CH:20]=[CH:19][C:17]=2[N:18]=1, predict the reaction product. The product is: [NH2:12][C:13]1[N:14]=[C:15]([N:24]2[CH2:25][CH2:26][N:27]([C:30](=[O:40])[CH2:31][O:32][C:33]3[CH:38]=[CH:37][C:36]([Cl:39])=[CH:35][CH:34]=3)[CH2:28][CH2:29]2)[C:16]2[N:22]=[C:21]([C:6]3[CH:7]=[CH:8][C:3]([CH2:2][OH:1])=[CH:4][CH:5]=3)[CH:20]=[CH:19][C:17]=2[N:18]=1. (2) The product is: [CH:1]([O:4][C:5](=[O:14])[C:6]1[CH:11]=[C:10]([CH3:12])[N:9]=[C:8]([CH:18]([CH2:19][CH3:20])[CH2:16][CH3:17])[CH:7]=1)([CH3:3])[CH3:2]. Given the reactants [CH:1]([O:4][C:5](=[O:14])[C:6]1[CH:11]=[C:10]([CH3:12])[N:9]=[C:8](Cl)[CH:7]=1)([CH3:3])[CH3:2].[Br-].[CH2:16]([CH:18]([Zn+])[CH2:19][CH3:20])[CH3:17].C1COCC1, predict the reaction product. (3) The product is: [Br:1][C:2]1[CH:3]=[C:4]2[N:9]=[C:10]([C:11]3[CH:12]=[CH:13][C:14]([C:17]([F:18])([F:19])[F:20])=[CH:15][CH:16]=3)[O:21][C:5]2=[N:6][CH:7]=1. Given the reactants [Br:1][C:2]1[CH:3]=[C:4]([NH:9][C:10](=[O:21])[C:11]2[CH:16]=[CH:15][C:14]([C:17]([F:20])([F:19])[F:18])=[CH:13][CH:12]=2)[C:5](O)=[N:6][CH:7]=1.O=P(Cl)(Cl)Cl.CCOC(C)=O.O, predict the reaction product. (4) Given the reactants F[C:2]1[CH:7]=[C:6]([S:8]([CH3:11])(=[O:10])=[O:9])[CH:5]=[C:4]([F:12])[CH:3]=1.[Cl:13][C:14]1[C:22]2[N:21]=[C:20]([CH3:23])[N:19]([C:24]3[CH:25]=[C:26]([OH:30])[CH:27]=[CH:28][CH:29]=3)[C:18]=2[CH:17]=[CH:16][CH:15]=1, predict the reaction product. The product is: [Cl:13][C:14]1[C:22]2[N:21]=[C:20]([CH3:23])[N:19]([C:24]3[CH:29]=[CH:28][CH:27]=[C:26]([O:30][C:2]4[CH:7]=[C:6]([S:8]([CH3:11])(=[O:10])=[O:9])[CH:5]=[C:4]([F:12])[CH:3]=4)[CH:25]=3)[C:18]=2[CH:17]=[CH:16][CH:15]=1.